This data is from Forward reaction prediction with 1.9M reactions from USPTO patents (1976-2016). The task is: Predict the product of the given reaction. (1) Given the reactants [Cl:1][C:2]1[CH:7]=[CH:6][CH:5]=[CH:4][C:3]=1[C:8]1[N:13]=[C:12]([C:14]([OH:16])=O)[CH:11]=[N:10][C:9]=1[N:17]1[CH2:21][CH2:20][CH2:19][CH2:18]1.C(N1C=CN=C1)(N1C=CN=C1)=O.C(N(C(C)C)C(C)C)C.Cl.[NH2:44][C@@H:45]1[CH2:50][CH2:49][CH2:48][CH2:47][C@H:46]1[OH:51].C(O)(=O)CC(CC(O)=O)(C(O)=O)O, predict the reaction product. The product is: [OH:51][C@@H:46]1[CH2:47][CH2:48][CH2:49][CH2:50][C@H:45]1[NH:44][C:14]([C:12]1[CH:11]=[N:10][C:9]([N:17]2[CH2:18][CH2:19][CH2:20][CH2:21]2)=[C:8]([C:3]2[CH:4]=[CH:5][CH:6]=[CH:7][C:2]=2[Cl:1])[N:13]=1)=[O:16]. (2) Given the reactants [NH2:1][C:2]1[N:7]=[C:6](S(C)=O)[C:5]([C:11]#[N:12])=[C:4]([C:13]2[O:14][C:15]([CH3:18])=[CH:16][CH:17]=2)[N:3]=1.[OH:19][CH2:20][C:21]1[CH:26]=[CH:25][CH:24]=[CH:23][N:22]=1.C1CCN2C(=NCCC2)CC1, predict the reaction product. The product is: [NH2:1][C:2]1[N:3]=[C:4]([C:13]2[O:14][C:15]([CH3:18])=[CH:16][CH:17]=2)[C:5]([C:11]#[N:12])=[C:6]([O:19][CH2:20][C:21]2[CH:26]=[CH:25][CH:24]=[CH:23][N:22]=2)[N:7]=1. (3) Given the reactants [F:1][C:2]1[CH:7]=[CH:6][C:5]([C:8]2[C:13]([CH3:14])=[CH:12][C:11]([O:15][C@H:16]3[CH2:20][CH2:19][O:18][CH2:17]3)=[CH:10][C:9]=2[CH3:21])=[CH:4][C:3]=1[CH2:22][OH:23].O[C:25]1[CH:38]=[CH:37][C:28]2[C@H:29]([CH2:32][C:33]([O:35][CH3:36])=[O:34])[CH2:30][O:31][C:27]=2[CH:26]=1.C1(P(C2C=CC=CC=2)C2C=CC=CC=2)C=CC=CC=1.N(C(OC(C)C)=O)=NC(OC(C)C)=O, predict the reaction product. The product is: [F:1][C:2]1[CH:7]=[CH:6][C:5]([C:8]2[C:13]([CH3:14])=[CH:12][C:11]([O:15][C@H:16]3[CH2:20][CH2:19][O:18][CH2:17]3)=[CH:10][C:9]=2[CH3:21])=[CH:4][C:3]=1[CH2:22][O:23][C:25]1[CH:38]=[CH:37][C:28]2[C@H:29]([CH2:32][C:33]([O:35][CH3:36])=[O:34])[CH2:30][O:31][C:27]=2[CH:26]=1. (4) Given the reactants [Cl:1][C:2]1[CH:7]=[CH:6][C:5]([CH:8]2[CH2:13][CH2:12][N:11]([C:14](=[O:35])[CH2:15][CH2:16][C:17]([C:19]3[CH:28]=[C:27]4[C:22]([CH2:23][CH2:24][N:25](C(=O)C(F)(F)F)[CH2:26]4)=[CH:21][CH:20]=3)=[O:18])[CH2:10][CH2:9]2)=[CH:4][CH:3]=1.C(=O)([O-])[O-].[K+].[K+].O, predict the reaction product. The product is: [Cl:1][C:2]1[CH:3]=[CH:4][C:5]([CH:8]2[CH2:13][CH2:12][N:11]([C:14](=[O:35])[CH2:15][CH2:16][C:17]([C:19]3[CH:28]=[C:27]4[C:22]([CH2:23][CH2:24][NH:25][CH2:26]4)=[CH:21][CH:20]=3)=[O:18])[CH2:10][CH2:9]2)=[CH:6][CH:7]=1. (5) Given the reactants [CH3:1][N:2]1[C:6]([C:7]2[S:8][C:9]3[N:10]=[CH:11][N:12]=[C:13]([NH2:16])[C:14]=3[N:15]=2)=[C:5]([C:17]2[CH:22]=[CH:21][CH:20]=[CH:19][CH:18]=2)[N:4]=[CH:3]1.[C:23](Cl)(=[O:30])[C:24]1[CH:29]=[CH:28][CH:27]=[CH:26][CH:25]=1.C(N([CH2:37][CH3:38])CC)C.[C:39]([O-:42])(O)=O.[Na+], predict the reaction product. The product is: [C:23]([N:16]([C:13]1[C:14]2[N:15]=[C:7]([C:6]3[N:2]([CH3:1])[CH:3]=[N:4][C:5]=3[C:17]3[CH:18]=[CH:19][CH:20]=[CH:21][CH:22]=3)[S:8][C:9]=2[N:10]=[CH:11][N:12]=1)[C:39](=[O:42])[C:38]1[CH:37]=[CH:7][CH:6]=[CH:5][CH:17]=1)(=[O:30])[C:24]1[CH:29]=[CH:28][CH:27]=[CH:26][CH:25]=1. (6) Given the reactants [Cl:1][C:2]1[N:7]=[C:6]([O:8][C:9]2[CH:10]=[C:11]([CH3:25])[C:12]3[CH:16]([CH2:17][C:18]([O:20]CC)=[O:19])[O:15][B:14]([OH:23])[C:13]=3[CH:24]=2)[CH:5]=[CH:4][CH:3]=1.[OH-].[Na+], predict the reaction product. The product is: [Cl:1][C:2]1[N:7]=[C:6]([O:8][C:9]2[CH:10]=[C:11]([CH3:25])[C:12]3[CH:16]([CH2:17][C:18]([OH:20])=[O:19])[O:15][B:14]([OH:23])[C:13]=3[CH:24]=2)[CH:5]=[CH:4][CH:3]=1.